From a dataset of Full USPTO retrosynthesis dataset with 1.9M reactions from patents (1976-2016). Predict the reactants needed to synthesize the given product. (1) Given the product [CH3:19][C:2]1([CH3:1])[C:11]2[C:6](=[CH:7][C:8]([CH:12]([CH2:13][CH2:14][CH2:15][CH2:16][CH3:17])[CH2:18][OH:20])=[CH:9][CH:10]=2)[O:5][CH2:4][CH2:3]1, predict the reactants needed to synthesize it. The reactants are: [CH3:1][C:2]1([CH3:19])[C:11]2[C:6](=[CH:7][C:8]([C:12](=[CH2:18])[CH2:13][CH2:14][CH2:15][CH2:16][CH3:17])=[CH:9][CH:10]=2)[O:5][CH2:4][CH2:3]1.[OH-:20].[Na+].OO.Cl. (2) Given the product [NH2:1][C:2]1[N:11]=[CH:10][C:9]2[C:8]([NH:21][CH2:20][C:19]3[CH:18]=[CH:17][C:16]([C:15]([F:14])([F:24])[F:25])=[CH:23][CH:22]=3)=[N:7][CH:6]=[N:5][C:4]=2[CH:3]=1, predict the reactants needed to synthesize it. The reactants are: [NH2:1][C:2]1[N:11]=[CH:10][C:9]2[C:8](SC)=[N:7][CH:6]=[N:5][C:4]=2[CH:3]=1.[F:14][C:15]([F:25])([F:24])[C:16]1[CH:23]=[CH:22][C:19]([CH2:20][NH2:21])=[CH:18][CH:17]=1. (3) Given the product [Br:1][C:2]1[CH:3]=[CH:4][C:5]([O:19][CH3:20])=[C:6]([C:8]2[O:18][C:13]3[C:12]([C:10](=[O:11])[CH:9]=2)=[CH:17][CH:16]=[CH:15][CH:14]=3)[CH:7]=1, predict the reactants needed to synthesize it. The reactants are: [Br:1][C:2]1[CH:3]=[CH:4][C:5]([O:19][CH3:20])=[C:6](/[CH:8]=[CH:9]/[C:10]([C:12]2[CH:17]=[CH:16][CH:15]=[CH:14][C:13]=2[OH:18])=[O:11])[CH:7]=1.II.Cl.C(OCC)(=O)C. (4) Given the product [NH2:1][C:2]1[C:3]2[C:10]([I:11])=[CH:9][N:8]([C@@H:12]3[CH2:13][C@H:14]([CH2:16][O:17][S:25]([C:28]4[CH:34]=[CH:33][C:31]([CH3:32])=[CH:30][CH:29]=4)(=[O:26])=[O:24])[CH2:15]3)[C:4]=2[N:5]=[CH:6][N:7]=1, predict the reactants needed to synthesize it. The reactants are: [NH2:1][C:2]1[C:3]2[C:10]([I:11])=[CH:9][N:8]([C@@H:12]3[CH2:15][C@H:14]([CH2:16][OH:17])[CH2:13]3)[C:4]=2[N:5]=[CH:6][N:7]=1.N1C=CC=CC=1.[O:24](S(C1C=CC(C)=CC=1)(=O)=O)[S:25]([C:28]1[CH:34]=[CH:33][C:31]([CH3:32])=[CH:30][CH:29]=1)(=O)=[O:26].C([O-])(O)=O.[Na+]. (5) Given the product [CH2:1]([C:8]1[C:9]([C:47]2[N:46]([CH3:45])[CH:50]=[CH:49][N:48]=2)=[N:10][C:11]2[C:16]([C:17]=1[Cl:18])=[CH:15][C:14]([C:19]([C:31]1[N:35]([CH3:36])[CH:34]=[N:33][CH:32]=1)([C:21]1[CH:22]=[N:23][C:24]([C:27]([F:30])([F:28])[F:29])=[CH:25][CH:26]=1)[OH:20])=[CH:13][CH:12]=2)[C:2]1[CH:3]=[CH:4][CH:5]=[CH:6][CH:7]=1.[C:38]([OH:44])([C:40]([F:43])([F:42])[F:41])=[O:39].[C:38]([OH:44])([C:40]([F:43])([F:42])[F:41])=[O:39], predict the reactants needed to synthesize it. The reactants are: [CH2:1]([C:8]1[C:9](Cl)=[N:10][C:11]2[C:16]([C:17]=1[Cl:18])=[CH:15][C:14]([C:19]([C:31]1[N:35]([CH3:36])[CH:34]=[N:33][CH:32]=1)([C:21]1[CH:22]=[N:23][C:24]([C:27]([F:30])([F:29])[F:28])=[CH:25][CH:26]=1)[OH:20])=[CH:13][CH:12]=2)[C:2]1[CH:7]=[CH:6][CH:5]=[CH:4][CH:3]=1.[C:38]([OH:44])([C:40]([F:43])([F:42])[F:41])=[O:39].[CH3:45][N:46]1[CH:50]=[CH:49][N:48]=[C:47]1[Sn](CCCC)(CCCC)CCCC. (6) Given the product [Br:12][CH2:9][CH:5]1[CH2:6][CH2:7][CH2:8][N:3]([CH2:1][CH3:2])[CH2:4]1, predict the reactants needed to synthesize it. The reactants are: [CH2:1]([N:3]1[CH2:8][CH2:7][CH2:6][CH:5]([CH2:9]O)[CH2:4]1)[CH3:2].C(Br)(Br)(Br)[Br:12]. (7) Given the product [ClH:39].[CH3:35][N:34]1[C:30]2([CH2:37][CH2:38][CH:27]([N:25]3[CH:26]=[C:22]([C:21]4[C:16]([NH:15][CH2:14][CH:11]5[CH2:10][CH2:9][NH:8][CH2:13][CH2:12]5)=[N:17][C:18]([C:50]5[CH:49]=[CH:48][CH:47]=[C:46]([C:44]6[CH:43]=[N:42][N:41]([CH3:40])[CH:45]=6)[CH:51]=5)=[N:19][CH:20]=4)[CH:23]=[N:24]3)[CH2:28][CH2:29]2)[CH2:31][CH2:32][C:33]1=[O:36], predict the reactants needed to synthesize it. The reactants are: C(OC([N:8]1[CH2:13][CH2:12][CH:11]([CH2:14][NH:15][C:16]2[C:21]([C:22]3[CH:23]=[N:24][N:25]([CH:27]4[CH2:38][CH2:37][C:30]5([N:34]([CH3:35])[C:33](=[O:36])[CH2:32][CH2:31]5)[CH2:29][CH2:28]4)[CH:26]=3)=[CH:20][N:19]=[C:18]([Cl:39])[N:17]=2)[CH2:10][CH2:9]1)=O)(C)(C)C.[CH3:40][N:41]1[CH:45]=[C:44]([C:46]2[CH:51]=[CH:50][CH:49]=[C:48](B3OC(C)(C)C(C)(C)O3)[CH:47]=2)[CH:43]=[N:42]1.C(Cl)Cl.C(=O)([O-])[O-].[Cs+].[Cs+]. (8) Given the product [F:1][C:2]1[CH:7]=[C:6]([C:27]2[C:28]([S:33]([NH:36][C@@H:37]([CH3:40])[CH2:38][OH:39])(=[O:35])=[O:34])=[CH:29][CH:30]=[CH:31][CH:32]=2)[CH:5]=[CH:4][C:3]=1[C:17]1[CH:18]=[C:19]2[CH:25]=[CH:24][NH:23][C:20]2=[N:21][CH:22]=1, predict the reactants needed to synthesize it. The reactants are: [F:1][C:2]1[CH:7]=[C:6](B2OC(C)(C)C(C)(C)O2)[CH:5]=[CH:4][C:3]=1[C:17]1[CH:18]=[C:19]2[CH:25]=[CH:24][NH:23][C:20]2=[N:21][CH:22]=1.Br[C:27]1[CH:32]=[CH:31][CH:30]=[CH:29][C:28]=1[S:33]([NH:36][C@@H:37]([CH3:40])[CH2:38][OH:39])(=[O:35])=[O:34]. (9) The reactants are: [Br:1][C:2]1[CH:9]=[CH:8][C:5]([CH:6]=O)=[CH:4][CH:3]=1.[NH2:10][NH:11][C:12]([NH2:14])=[O:13].C([O-])(=O)C.[Na+]. Given the product [Br:1][C:2]1[CH:9]=[CH:8][C:5]([CH:6]=[N:10][NH:11][C:12]([NH2:14])=[O:13])=[CH:4][CH:3]=1, predict the reactants needed to synthesize it.